From a dataset of Forward reaction prediction with 1.9M reactions from USPTO patents (1976-2016). Predict the product of the given reaction. (1) Given the reactants C([Sn](CCCC)(CCCC)[C:6]1[CH:11]=[CH:10][C:9]([CH:12]=[CH:13][C:14]([C:16]2[CH:21]=[CH:20][C:19]([NH2:22])=[CH:18][CH:17]=2)=[O:15])=[CH:8][CH:7]=1)CCC.[I:31]I.S([O-])([O-])=O.[Na+].[Na+], predict the reaction product. The product is: [I:31][C:6]1[CH:11]=[CH:10][C:9]([CH:12]=[CH:13][C:14]([C:16]2[CH:21]=[CH:20][C:19]([NH2:22])=[CH:18][CH:17]=2)=[O:15])=[CH:8][CH:7]=1. (2) Given the reactants [OH:1][C:2]1[CH:9]=[CH:8][C:5]([C:6]#[N:7])=[CH:4][C:3]=1[O:10][CH3:11].[SH2:12].C(NCC)C, predict the reaction product. The product is: [OH:1][C:2]1[CH:9]=[CH:8][C:5]([C:6](=[S:12])[NH2:7])=[CH:4][C:3]=1[O:10][CH3:11]. (3) Given the reactants [CH3:1][C:2]1[CH:7]=[CH:6][CH:5]=[C:4]([C:8]#[C:9][CH:10]=[C:11]2[CH2:16][CH2:15][NH:14][CH2:13][CH2:12]2)[N:3]=1.Br[C:18]1[CH:19]=[CH:20][C:21]([C:24]#[N:25])=[N:22][CH:23]=1.C(=O)([O-])[O-].[Cs+].[Cs+].[Cl-].C(C1C=CC=C(C(C)C)C=1[N+]1C=CN(C2C(C(C)C)=CC=CC=2C(C)C)C=1)(C)C, predict the reaction product. The product is: [CH3:1][C:2]1[N:3]=[C:4]([C:8]#[C:9][CH:10]=[C:11]2[CH2:12][CH2:13][N:14]([C:18]3[CH:19]=[CH:20][C:21]([C:24]#[N:25])=[N:22][CH:23]=3)[CH2:15][CH2:16]2)[CH:5]=[CH:6][CH:7]=1. (4) Given the reactants [C:1]([NH2:5])([CH3:4])([CH3:3])[CH3:2].[Cl:6][C:7]1[CH:12]=[CH:11][C:10]([C:13]2[N:14]=[C:15]([C:26](O)=[O:27])[N:16]([CH3:25])[C:17]=2[C:18]2[CH:23]=[CH:22][C:21]([Cl:24])=[CH:20][CH:19]=2)=[CH:9][CH:8]=1, predict the reaction product. The product is: [C:1]([NH:5][C:26]([C:15]1[N:16]([CH3:25])[C:17]([C:18]2[CH:23]=[CH:22][C:21]([Cl:24])=[CH:20][CH:19]=2)=[C:13]([C:10]2[CH:9]=[CH:8][C:7]([Cl:6])=[CH:12][CH:11]=2)[N:14]=1)=[O:27])([CH3:4])([CH3:3])[CH3:2]. (5) Given the reactants Cl[C:2]1[N:9]=[CH:8][CH:7]=[CH:6][C:3]=1[CH:4]=[O:5].[F:10][C:11]1[CH:16]=[CH:15][C:14]([C:17]2[CH:18]=[C:19]3[C:24](=[CH:25][CH:26]=2)[CH:23]=[C:22]([S:27]([O-:29])=[O:28])[CH:21]=[CH:20]3)=[CH:13][CH:12]=1.[Na+].O, predict the reaction product. The product is: [F:10][C:11]1[CH:16]=[CH:15][C:14]([C:17]2[CH:18]=[C:19]3[C:24](=[CH:25][CH:26]=2)[CH:23]=[C:22]([S:27]([C:2]2[N:9]=[CH:8][CH:7]=[CH:6][C:3]=2[CH:4]=[O:5])(=[O:29])=[O:28])[CH:21]=[CH:20]3)=[CH:13][CH:12]=1. (6) Given the reactants C([C@@H:4]1[C:13](=[O:14])[C:12]2[CH:11]=[CH:10][N:9]3[C:15]([CH3:19])=[C:16]([CH3:18])[N:17]=[C:8]3[C:7]=2[N:6]([C:20](=[O:22])[CH3:21])[C@H:5]1[C:23]1[CH:28]=[CH:27][CH:26]=[CH:25][CH:24]=1)(=O)C.[BH4-].[Na+].C(=O)([O-])[O-:32].[K+].[K+], predict the reaction product. The product is: [C:20]([N:6]1[C:7]2[C:8]3=[N:17][C:16]([CH3:18])=[C:15]([CH3:19])[N:9]3[CH:10]=[CH:11][C:12]=2[C@@H:13]([OH:14])[C@H:4]([OH:32])[C@H:5]1[C:23]1[CH:28]=[CH:27][CH:26]=[CH:25][CH:24]=1)(=[O:22])[CH3:21]. (7) Given the reactants [Si:1]([O:8]S(C(F)(F)F)(=O)=O)([C:4]([CH3:7])([CH3:6])[CH3:5])([CH3:3])[CH3:2].O[C@@H:17]1[N:23]([C:24]([O:26][CH2:27][C:28]2[CH:33]=[CH:32][C:31]([NH:34][C:35](=[O:52])[C@@H:36]([NH:38][C:39](=[O:51])[C@@H:40]([NH:44][C:45]([O:47][CH2:48][CH:49]=[CH2:50])=[O:46])[CH:41]([CH3:43])[CH3:42])[CH3:37])=[CH:30][CH:29]=2)=[O:25])[C:22]2[CH:53]=[C:54]([O:59][Si:60]([CH:67]([CH3:69])[CH3:68])([CH:64]([CH3:66])[CH3:65])[CH:61]([CH3:63])[CH3:62])[C:55]([O:57][CH3:58])=[CH:56][C:21]=2[C:20](=[O:70])[N:19]2[CH:71]=[C:72](/[CH:74]=[CH:75]/[CH3:76])[CH2:73][C@@H:18]12.N1C(C)=CC=CC=1C, predict the reaction product. The product is: [Si:1]([O:8][C@@H:17]1[N:23]([C:24]([O:26][CH2:27][C:28]2[CH:29]=[CH:30][C:31]([NH:34][C:35](=[O:52])[C@@H:36]([NH:38][C:39](=[O:51])[C@@H:40]([NH:44][C:45]([O:47][CH2:48][CH:49]=[CH2:50])=[O:46])[CH:41]([CH3:42])[CH3:43])[CH3:37])=[CH:32][CH:33]=2)=[O:25])[C:22]2[CH:53]=[C:54]([O:59][Si:60]([CH:61]([CH3:63])[CH3:62])([CH:67]([CH3:69])[CH3:68])[CH:64]([CH3:65])[CH3:66])[C:55]([O:57][CH3:58])=[CH:56][C:21]=2[C:20](=[O:70])[N:19]2[CH:71]=[C:72](/[CH:74]=[CH:75]/[CH3:76])[CH2:73][C@@H:18]12)([C:4]([CH3:7])([CH3:6])[CH3:5])([CH3:3])[CH3:2].